Dataset: Catalyst prediction with 721,799 reactions and 888 catalyst types from USPTO. Task: Predict which catalyst facilitates the given reaction. Reactant: C(O/[CH:4]=[CH:5]/[C:6]1[C:11]([C:12]([NH:14][OH:15])=[O:13])=[N:10][CH:9]=[C:8]2[N:16]([CH2:19][C:20]3[CH:25]=[CH:24][C:23]([F:26])=[CH:22][CH:21]=3)[CH:17]=[CH:18][C:7]=12)C. Product: [F:26][C:23]1[CH:22]=[CH:21][C:20]([CH2:19][N:16]2[C:8]3[CH:9]=[N:10][C:11]4[C:12](=[O:13])[N:14]([OH:15])[CH:4]=[CH:5][C:6]=4[C:7]=3[CH:18]=[CH:17]2)=[CH:25][CH:24]=1. The catalyst class is: 240.